The task is: Predict which catalyst facilitates the given reaction.. This data is from Catalyst prediction with 721,799 reactions and 888 catalyst types from USPTO. Reactant: [Si:1]([O:8][C@@H:9]1[C@H:13]([CH2:14][O:15][Si:16]([C:19]([CH3:22])([CH3:21])[CH3:20])([CH3:18])[CH3:17])[CH2:12][C@@H:11]([NH2:23])[CH2:10]1)([C:4]([CH3:7])([CH3:6])[CH3:5])([CH3:3])[CH3:2].[Cl:24][C:25]1[N:30]=[C:29](Cl)[N:28]=[C:27]([NH:32][C@@H:33]2[C:41]3[C:36](=[CH:37][CH:38]=[CH:39][CH:40]=3)[C:35]([CH3:43])([CH3:42])[CH2:34]2)[N:26]=1. Product: [Si:1]([O:8][C@@H:9]1[C@H:13]([CH2:14][O:15][Si:16]([C:19]([CH3:22])([CH3:21])[CH3:20])([CH3:17])[CH3:18])[CH2:12][C@@H:11]([NH:23][C:29]2[N:28]=[C:27]([NH:32][C@@H:33]3[C:41]4[C:36](=[CH:37][CH:38]=[CH:39][CH:40]=4)[C:35]([CH3:42])([CH3:43])[CH2:34]3)[N:26]=[C:25]([Cl:24])[N:30]=2)[CH2:10]1)([C:4]([CH3:7])([CH3:6])[CH3:5])([CH3:3])[CH3:2]. The catalyst class is: 1.